This data is from Catalyst prediction with 721,799 reactions and 888 catalyst types from USPTO. The task is: Predict which catalyst facilitates the given reaction. (1) Reactant: [CH3:1][O:2][C:3](=[O:15])[C:4]1[C:5](=[C:10]([OH:14])[CH:11]=[CH:12][CH:13]=1)[C:6]([O:8][CH3:9])=[O:7].[O:16]1[C:20]2[CH:21]=[CH:22][C:23]([CH2:25]O)=[CH:24][C:19]=2[O:18][CH2:17]1.C1(P(C2C=CC=CC=2)C2C=CC=CC=2)C=CC=CC=1.N(C(OC(C)C)=O)=NC(OC(C)C)=O. Product: [CH3:1][O:2][C:3](=[O:15])[C:4]1[C:5](=[C:10]([O:14][CH2:25][C:23]2[CH:22]=[CH:21][C:20]3[O:16][CH2:17][O:18][C:19]=3[CH:24]=2)[CH:11]=[CH:12][CH:13]=1)[C:6]([O:8][CH3:9])=[O:7]. The catalyst class is: 1. (2) Reactant: [CH3:1][O:2][C:3]1[CH:12]=[CH:11][C:10]2[C:5](=[CH:6][N+:7]3[CH2:20][CH2:19][C:18]4[C:13](=[CH:14][C:15]5[O:23][CH2:22][O:21][C:16]=5[CH:17]=4)[C:8]=3[CH:9]=2)[C:4]=1[O:24][CH3:25].[Cl-].[C:27]1([Mg]Cl)[CH:32]=[CH:31][CH:30]=[CH:29][CH:28]=1. Product: [CH3:25][O:24][C:4]1[C:5]2[CH:6]([C:27]3[CH:32]=[CH:31][CH:30]=[CH:29][CH:28]=3)[N:7]3[CH2:20][CH2:19][C:18]4[C:13]([C:8]3=[CH:9][C:10]=2[CH:11]=[CH:12][C:3]=1[O:2][CH3:1])=[CH:14][C:15]1[O:23][CH2:22][O:21][C:16]=1[CH:17]=4. The catalyst class is: 27. (3) Reactant: FC(F)(F)C(O)=O.[O:8]=[C:9]1[CH:18]([CH:19]2[CH2:24][CH2:23][N:22](C(OC(C)(C)C)=O)[CH2:21][CH2:20]2)[CH2:17][C:16]2[C:11](=[CH:12][CH:13]=[CH:14][CH:15]=2)[NH:10]1. Product: [NH:22]1[CH2:21][CH2:20][CH:19]([CH:18]2[CH2:17][C:16]3[C:11](=[CH:12][CH:13]=[CH:14][CH:15]=3)[NH:10][C:9]2=[O:8])[CH2:24][CH2:23]1. The catalyst class is: 4. (4) Reactant: Br[Mg][C:3]#[C:4][CH3:5].[CH3:6][O:7][C:8]1[N:13]=[CH:12][C:11]([CH:14]=[C:15]2[C:20](=[O:21])[O:19][C:18]([CH3:23])([CH3:22])[O:17][C:16]2=[O:24])=[CH:10][CH:9]=1. Product: [CH3:6][O:7][C:8]1[N:13]=[CH:12][C:11]([CH:14]([CH:15]2[C:16](=[O:24])[O:17][C:18]([CH3:22])([CH3:23])[O:19][C:20]2=[O:21])[C:3]#[C:4][CH3:5])=[CH:10][CH:9]=1. The catalyst class is: 1. (5) Reactant: [Cl:1][C:2]1[CH:7]=[CH:6][CH:5]=[C:4]([Cl:8])[C:3]=1O.[Cl:10][CH2:11][C:12]([NH:14][C:15]1[CH:20]=[CH:19][C:18]([CH3:21])=[CH:17][CH:16]=1)=[O:13]. Product: [Cl:1][C:2]1[CH:7]=[CH:6][CH:5]=[C:4]([Cl:8])[C:3]=1[N:14]([C:12](=[O:13])[CH2:11][Cl:10])[C:15]1[CH:16]=[CH:17][C:18]([CH3:21])=[CH:19][CH:20]=1. The catalyst class is: 11. (6) Product: [CH3:1][C:2]([Si:5]([CH3:12])([CH3:11])[O:6][CH2:7][C@@H:8]([O:10][C:14]1[CH:15]=[C:16]([CH:21]=[C:22]([O:24][CH2:25][C:26]2[CH:31]=[CH:30][CH:29]=[CH:28][CH:27]=2)[CH:23]=1)[C:17]([O:19][CH3:20])=[O:18])[CH3:9])([CH3:3])[CH3:4]. Reactant: [CH3:1][C:2]([Si:5]([CH3:12])([CH3:11])[O:6][CH2:7][C@H:8]([OH:10])[CH3:9])([CH3:4])[CH3:3].O[C:14]1[CH:15]=[C:16]([CH:21]=[C:22]([O:24][CH2:25][C:26]2[CH:31]=[CH:30][CH:29]=[CH:28][CH:27]=2)[CH:23]=1)[C:17]([O:19][CH3:20])=[O:18].C1(P(C2C=CC=CC=2)C2C=CC=CC=2)C=CC=CC=1.CC(OC(/N=N/C(OC(C)C)=O)=O)C. The catalyst class is: 1. (7) Reactant: O.[NH2:2][C@H:3]([C:11]([OH:13])=[O:12])[CH2:4][CH2:5][CH2:6][NH:7][C:8](=[NH:10])[NH2:9].[NH:14]([C:36]([O:38][CH2:39][C:40]1[CH:45]=[CH:44][CH:43]=[CH:42][CH:41]=1)=[O:37])[C@H:15]([C:26](ON1C(=O)CCC1=O)=[O:27])[CH2:16][C:17]1[C:25]2[C:20](=[CH:21][CH:22]=[CH:23][CH:24]=2)[NH:19][CH:18]=1. Product: [NH:14]([C:36]([O:38][CH2:39][C:40]1[CH:45]=[CH:44][CH:43]=[CH:42][CH:41]=1)=[O:37])[C@H:15]([C:26]([NH:2][C@H:3]([C:11]([OH:13])=[O:12])[CH2:4][CH2:5][CH2:6][NH:7][C:8](=[NH:9])[NH2:10])=[O:27])[CH2:16][C:17]1[C:25]2[C:20](=[CH:21][CH:22]=[CH:23][CH:24]=2)[NH:19][CH:18]=1. The catalyst class is: 3.